From a dataset of Forward reaction prediction with 1.9M reactions from USPTO patents (1976-2016). Predict the product of the given reaction. (1) Given the reactants [C:1]([C:5]1[N:10]=[CH:9][C:8]([C:11]2[N:12]([C:32]([N:34]3[CH2:39][CH2:38][CH:37]([CH2:40][C:41](O)=[O:42])[CH2:36][CH2:35]3)=[O:33])[C@@:13]([C:25]3[CH:30]=[CH:29][C:28]([Cl:31])=[CH:27][CH:26]=3)([CH3:24])[C@@:14]([C:17]3[CH:22]=[CH:21][C:20]([Cl:23])=[CH:19][CH:18]=3)([CH3:16])[N:15]=2)=[C:7]([O:44][CH2:45][CH3:46])[CH:6]=1)([CH3:4])([CH3:3])[CH3:2].[CH:47]1([C@@H:50]([NH2:52])[CH3:51])[CH2:49][CH2:48]1, predict the reaction product. The product is: [C:1]([C:5]1[N:10]=[CH:9][C:8]([C:11]2[N:12]([C:32]([N:34]3[CH2:35][CH2:36][CH:37]([CH2:40][C:41]([NH:52][C@H:50]([CH:47]4[CH2:49][CH2:48]4)[CH3:51])=[O:42])[CH2:38][CH2:39]3)=[O:33])[C@@:13]([C:25]3[CH:26]=[CH:27][C:28]([Cl:31])=[CH:29][CH:30]=3)([CH3:24])[C@@:14]([C:17]3[CH:18]=[CH:19][C:20]([Cl:23])=[CH:21][CH:22]=3)([CH3:16])[N:15]=2)=[C:7]([O:44][CH2:45][CH3:46])[CH:6]=1)([CH3:4])([CH3:3])[CH3:2]. (2) Given the reactants [CH3:1][O:2][C:3]1[CH:4]=[C:5]2[C:10](=[CH:11][CH:12]=1)[C:9]([C:13]1[CH:14]=[CH:15][C:16]([O:19][CH2:20][CH2:21][N:22]3[CH2:26][CH2:25][CH2:24][CH2:23]3)=[N:17][CH:18]=1)=[C:8]([C:27]1[CH:32]=[CH:31][CH:30]=[CH:29][CH:28]=1)[CH2:7][CH2:6]2, predict the reaction product. The product is: [CH3:1][O:2][C:3]1[CH:4]=[C:5]2[C:10](=[CH:11][CH:12]=1)[C@@H:9]([C:13]1[CH:14]=[CH:15][C:16]([O:19][CH2:20][CH2:21][N:22]3[CH2:23][CH2:24][CH2:25][CH2:26]3)=[N:17][CH:18]=1)[C@@H:8]([C:27]1[CH:32]=[CH:31][CH:30]=[CH:29][CH:28]=1)[CH2:7][CH2:6]2. (3) Given the reactants [F:1][C:2]1[CH:7]=[CH:6][CH:5]=[C:4]([F:8])[C:3]=1[C:9]1[CH:18]=[CH:17][C:16]2[C:11](=[CH:12][CH:13]=[C:14]([O:19]C)[CH:15]=2)[C:10]=1[C:21]([C:23]1[CH:28]=[CH:27][C:26]([O:29][CH2:30][CH2:31][N:32]2[CH2:37][CH2:36][CH2:35][CH2:34][CH2:33]2)=[CH:25][CH:24]=1)=[O:22].B(Br)(Br)Br.C(Cl)(Cl)Cl.C(O)(C)C.C(=O)(O)[O-].[Na+], predict the reaction product. The product is: [F:8][C:4]1[CH:5]=[CH:6][CH:7]=[C:2]([F:1])[C:3]=1[C:9]1[CH:18]=[CH:17][C:16]2[C:11](=[CH:12][CH:13]=[C:14]([OH:19])[CH:15]=2)[C:10]=1[C:21]([C:23]1[CH:28]=[CH:27][C:26]([O:29][CH2:30][CH2:31][N:32]2[CH2:33][CH2:34][CH2:35][CH2:36][CH2:37]2)=[CH:25][CH:24]=1)=[O:22].